From a dataset of Forward reaction prediction with 1.9M reactions from USPTO patents (1976-2016). Predict the product of the given reaction. Given the reactants [NH2:1][C:2]1[CH:3]=[C:4]2[C:9](=[CH:10][CH:11]=1)[N:8]([CH2:12][CH2:13][CH2:14][N:15]([CH2:18][CH3:19])[CH2:16][CH3:17])[C:7](=[O:20])[CH2:6][CH2:5]2.I.[S:22]1[CH:26]=[CH:25][CH:24]=[C:23]1[C:27](SC)=[NH:28], predict the reaction product. The product is: [CH2:16]([N:15]([CH2:18][CH3:19])[CH2:14][CH2:13][CH2:12][N:8]1[C:9]2[C:4](=[CH:3][C:2]([NH:1][C:27]([C:23]3[S:22][CH:26]=[CH:25][CH:24]=3)=[NH:28])=[CH:11][CH:10]=2)[CH2:5][CH2:6][C:7]1=[O:20])[CH3:17].